Dataset: Forward reaction prediction with 1.9M reactions from USPTO patents (1976-2016). Task: Predict the product of the given reaction. (1) The product is: [F:11][C:9]1[CH:10]=[C:2]([C:21]2[CH:26]=[CH:25][CH:24]=[CH:23][CH:22]=2)[C:3]([O:19][CH3:20])=[C:4]2[C:8]=1[N:7]([CH3:12])[CH:6]=[C:5]2[CH2:13][C:14]([N:16]([CH3:18])[CH3:17])=[O:15]. Given the reactants Br[C:2]1[C:3]([O:19][CH3:20])=[C:4]2[C:8](=[C:9]([F:11])[CH:10]=1)[N:7]([CH3:12])[CH:6]=[C:5]2[CH2:13][C:14]([N:16]([CH3:18])[CH3:17])=[O:15].[C:21]1(B(O)O)[CH:26]=[CH:25][CH:24]=[CH:23][CH:22]=1.C([O-])([O-])=O.[Cs+].[Cs+].O, predict the reaction product. (2) Given the reactants CC(OC1C=CC=C(OC(C)C)C=1C1C(P(C2CCCCC2)C2CCCCC2)=CC=CC=1)C.C([O-])([O-])=O.[Cs+].[Cs+].[NH2:40][C:41]1[CH:49]=[C:48]2[C:44]([C:45]([CH3:57])=[N:46][N:47]2[C:50]([O:52][C:53]([CH3:56])([CH3:55])[CH3:54])=[O:51])=[CH:43][CH:42]=1.Cl[C:59]1[N:60]=[C:61]([NH:68][CH:69]2[CH2:71][CH2:70]2)[C:62]2[O:67][CH:66]=[CH:65][C:63]=2[N:64]=1, predict the reaction product. The product is: [CH:69]1([NH:68][C:61]2[C:62]3[O:67][CH:66]=[CH:65][C:63]=3[N:64]=[C:59]([NH:40][C:41]3[CH:49]=[C:48]4[C:44]([C:45]([CH3:57])=[N:46][N:47]4[C:50]([O:52][C:53]([CH3:54])([CH3:56])[CH3:55])=[O:51])=[CH:43][CH:42]=3)[N:60]=2)[CH2:71][CH2:70]1. (3) Given the reactants [Cl:1][C:2]1[CH:3]=[C:4]([CH:8]([CH2:15][N+:16]([O-])=O)[CH2:9][C:10]([O:12][CH2:13][CH3:14])=[O:11])[CH:5]=[CH:6][CH:7]=1, predict the reaction product. The product is: [NH2:16][CH2:15][CH:8]([C:4]1[CH:5]=[CH:6][CH:7]=[C:2]([Cl:1])[CH:3]=1)[CH2:9][C:10]([O:12][CH2:13][CH3:14])=[O:11]. (4) Given the reactants [F:1][C:2]([F:13])([F:12])[C:3]1[C:4]([C:9](O)=[O:10])=[N:5][CH:6]=[CH:7][CH:8]=1.S(Cl)([Cl:16])=O, predict the reaction product. The product is: [F:1][C:2]([F:13])([F:12])[C:3]1[C:4]([C:9]([Cl:16])=[O:10])=[N:5][CH:6]=[CH:7][CH:8]=1. (5) Given the reactants Br[C:2]1[CH:7]=[CH:6][C:5]([C:8]2[CH:13]=[C:12]([C:14]3[CH:19]=[CH:18][CH:17]=[CH:16][N:15]=3)[N:11]=[C:10]([C:20]3[CH:25]=[CH:24][CH:23]=[C:22]([N:26]4[C:34]5[CH:33]=[CH:32][CH:31]=[CH:30][C:29]=5[C:28]5[CH:35]=[N:36][CH:37]=[CH:38][C:27]4=5)[N:21]=3)[CH:9]=2)=[CH:4][CH:3]=1.[CH:39]1[C:48]2[C:43](=[CH:44][CH:45]=[CH:46][CH:47]=2)[CH:42]=[CH:41][C:40]=1B(O)O.C(=O)([O-])[O-].[K+].[K+].C1(C)C=CC=CC=1, predict the reaction product. The product is: [CH:47]1[C:48]2[C:43](=[CH:42][CH:41]=[CH:40][CH:39]=2)[CH:44]=[CH:45][C:46]=1[C:2]1[CH:7]=[CH:6][C:5]([C:8]2[CH:13]=[C:12]([C:14]3[CH:19]=[CH:18][CH:17]=[CH:16][N:15]=3)[N:11]=[C:10]([C:20]3[CH:25]=[CH:24][CH:23]=[C:22]([N:26]4[C:34]5[CH:33]=[CH:32][CH:31]=[CH:30][C:29]=5[C:28]5[CH:35]=[N:36][CH:37]=[CH:38][C:27]4=5)[N:21]=3)[CH:9]=2)=[CH:4][CH:3]=1. (6) Given the reactants [Cl:1][C:2]1[C:3]([CH:28]=[CH2:29])=[C:4]([CH:9]=[C:10]([CH2:16][C:17]2[CH:22]=[CH:21][C:20]([N:23]3[CH:27]=[CH:26][CH:25]=[N:24]3)=[CH:19][CH:18]=2)[C:11]=1[C:12]([F:15])([F:14])[F:13])[C:5]([O:7]C)=[O:6].ClC1C(C=C)=C(C=C(CC2C=CC(N3C=CC=N3)=CC=2)C=1C(F)(F)F)C(OCC)=O.O.[OH-].[Li+].Cl, predict the reaction product. The product is: [Cl:1][C:2]1[C:3]([CH:28]=[CH2:29])=[C:4]([CH:9]=[C:10]([CH2:16][C:17]2[CH:22]=[CH:21][C:20]([N:23]3[CH:27]=[CH:26][CH:25]=[N:24]3)=[CH:19][CH:18]=2)[C:11]=1[C:12]([F:15])([F:14])[F:13])[C:5]([OH:7])=[O:6]. (7) Given the reactants [C:1]1([CH3:11])[CH:6]=[CH:5][C:4]([S:7](Cl)(=[O:9])=[O:8])=[CH:3][CH:2]=1.C(N(CC)CC)C.C(Cl)Cl.C(Cl)Cl.C[OH:26], predict the reaction product. The product is: [C:1]1([CH3:11])[CH:6]=[CH:5][C:4]([S:7]([OH:26])(=[O:9])=[O:8])=[CH:3][CH:2]=1. (8) The product is: [O:1]1[C@H:7]([CH:8]2[CH2:9][CH2:10][CH2:11][CH2:12][CH2:13]2)[C@H:2]1[C:3]([OH:5])=[O:4]. Given the reactants [O:1]1[CH:7]([CH:8]2[CH2:13][CH2:12][CH2:11][CH2:10][CH2:9]2)[CH:2]1[C:3]([O:5]C)=[O:4].[OH-].[Na+], predict the reaction product.